From a dataset of Forward reaction prediction with 1.9M reactions from USPTO patents (1976-2016). Predict the product of the given reaction. Given the reactants [NH:1]1[CH2:6][CH2:5][CH:4]([CH2:7][C:8]([O:10][CH2:11][CH3:12])=[O:9])[CH2:3][CH2:2]1.[C:13]1(=O)[CH2:16][CH2:15][CH2:14]1.C(O)(=O)C.C(O[BH-](OC(=O)C)OC(=O)C)(=O)C.[Na+], predict the reaction product. The product is: [CH:13]1([N:1]2[CH2:6][CH2:5][CH:4]([CH2:7][C:8]([O:10][CH2:11][CH3:12])=[O:9])[CH2:3][CH2:2]2)[CH2:16][CH2:15][CH2:14]1.